From a dataset of Forward reaction prediction with 1.9M reactions from USPTO patents (1976-2016). Predict the product of the given reaction. (1) Given the reactants [CH2:1]([C:4]1[N:5]=[C:6]([Cl:15])[C:7]2[C:12]([C:13]=1[OH:14])=[CH:11][CH:10]=[CH:9][CH:8]=2)[CH:2]=[CH2:3].B1C2CCCC1CCC2.[OH-:25].[Na+].OO, predict the reaction product. The product is: [Cl:15][C:6]1[C:7]2[C:12](=[CH:11][CH:10]=[CH:9][CH:8]=2)[C:13]([OH:14])=[C:4]([CH2:1][CH2:2][CH2:3][OH:25])[N:5]=1. (2) Given the reactants [CH2:1]([O:3][C:4]1[N:8]([CH2:9][C:10]2[CH:15]=[CH:14][C:13]([C:16]3[CH:21]=[CH:20][CH:19]=[CH:18][C:17]=3[C:22](=[N:24][OH:25])[NH2:23])=[CH:12][CH:11]=2)[C:7]2[C:26]([C:30]([O:32][CH2:33][C:34]3[O:35][C:36](=[O:40])[O:37][C:38]=3[CH3:39])=[O:31])=[CH:27][CH:28]=[CH:29][C:6]=2[N:5]=1)[CH3:2].C(N(CC)CC)C.Cl[C:49]([O:51][CH2:52][CH3:53])=[O:50].C(=O)(O)[O-].[Na+], predict the reaction product. The product is: [CH2:1]([O:3][C:4]1[N:8]([CH2:9][C:10]2[CH:11]=[CH:12][C:13]([C:16]3[CH:21]=[CH:20][CH:19]=[CH:18][C:17]=3[C:22](=[N:24][O:25][C:49]([O:51][CH2:52][CH3:53])=[O:50])[NH2:23])=[CH:14][CH:15]=2)[C:7]2[C:26]([C:30]([O:32][CH2:33][C:34]3[O:35][C:36](=[O:40])[O:37][C:38]=3[CH3:39])=[O:31])=[CH:27][CH:28]=[CH:29][C:6]=2[N:5]=1)[CH3:2]. (3) The product is: [CH2:1]([O:8][C:9]1[CH:16]=[CH:15][C:12]([CH2:13][OH:14])=[CH:11][C:10]=1[O:17][CH2:18][CH2:19][CH2:20][O:21][CH3:22])[C:2]1[CH:3]=[CH:4][CH:5]=[CH:6][CH:7]=1. Given the reactants [CH2:1]([O:8][C:9]1[CH:16]=[CH:15][C:12]([CH:13]=[O:14])=[CH:11][C:10]=1[O:17][CH2:18][CH2:19][CH2:20][O:21][CH3:22])[C:2]1[CH:7]=[CH:6][CH:5]=[CH:4][CH:3]=1.B([O-])=O.[Na+], predict the reaction product. (4) Given the reactants [O:1]=[C:2]1[N:6]([NH:7][S:8]([CH3:11])(=[O:10])=[O:9])[C:5](=[O:12])[CH2:4][S:3]1.[Cl:13][C:14]1[CH:42]=[CH:41][C:17]([CH2:18][N:19]2[C:27]3[C:22](=[CH:23][C:24](/[CH:29]=C4/C(=O)N(CC(O)=O)C(=O)S/4)=[C:25]([F:28])[CH:26]=3)[CH:21]=[N:20]2)=[C:16]([C:43]([F:46])([F:45])[F:44])[CH:15]=1, predict the reaction product. The product is: [Cl:13][C:14]1[CH:42]=[CH:41][C:17]([CH2:18][N:19]2[C:27]3[C:22](=[CH:23][C:24](/[CH:29]=[C:4]4/[C:5](=[O:12])[N:6]([NH:7][S:8]([CH3:11])(=[O:10])=[O:9])[C:2](=[O:1])[S:3]/4)=[C:25]([F:28])[CH:26]=3)[CH:21]=[N:20]2)=[C:16]([C:43]([F:46])([F:45])[F:44])[CH:15]=1. (5) Given the reactants [C:1]([N:8]1[CH2:13][CH2:12][N:11]([C:14]2[CH:19]=[CH:18][CH:17]=[C:16]([C:20]([O:22]CC)=[O:21])[CH:15]=2)[CH2:10][CH2:9]1)([O:3][C:4]([CH3:7])([CH3:6])[CH3:5])=[O:2].[OH-].[Na+].Cl, predict the reaction product. The product is: [C:4]([O:3][C:1]([N:8]1[CH2:9][CH2:10][N:11]([C:14]2[CH:15]=[C:16]([CH:17]=[CH:18][CH:19]=2)[C:20]([OH:22])=[O:21])[CH2:12][CH2:13]1)=[O:2])([CH3:7])([CH3:5])[CH3:6]. (6) Given the reactants Cl.[CH3:2][CH:3]([O:5][C:6]1[CH:13]=[CH:12][C:11]([C:14]2[O:18][N:17]=[C:16]([C:19]3[CH:29]=[CH:28][C:22]4[CH2:23][CH2:24][NH:25][CH2:26][CH2:27][C:21]=4[CH:20]=3)[N:15]=2)=[CH:10][C:7]=1[C:8]#[N:9])[CH3:4].[CH3:30][C:31]1([CH3:38])[O:36][CH2:35][C:34](=O)[CH2:33][O:32]1.C(O[BH-](OC(=O)C)OC(=O)C)(=O)C.[Na+].C(=O)([O-])O.[Na+], predict the reaction product. The product is: [CH3:30][C:31]1([CH3:38])[O:36][CH2:35][CH:34]([N:25]2[CH2:24][CH2:23][C:22]3[CH:28]=[CH:29][C:19]([C:16]4[N:15]=[C:14]([C:11]5[CH:12]=[CH:13][C:6]([O:5][CH:3]([CH3:2])[CH3:4])=[C:7]([CH:10]=5)[C:8]#[N:9])[O:18][N:17]=4)=[CH:20][C:21]=3[CH2:27][CH2:26]2)[CH2:33][O:32]1. (7) Given the reactants [CH3:1][O:2][C:3]([C:5]1[CH:6]=[C:7]2[C:12](=[CH:13][CH:14]=1)[NH:11][CH:10]([C:15]1[CH:20]=[C:19]([F:21])[CH:18]=[C:17](Br)[CH:16]=1)[C:9]([CH3:24])([CH3:23])[CH2:8]2)=[O:4].[CH:25]([N:28]1[CH2:33][CH2:32][NH:31][CH2:30][CH2:29]1)([CH3:27])[CH3:26].N1CCC[C@H:35]1C(O)=O.[OH-].[K+].[Cl-].[NH4+], predict the reaction product. The product is: [CH2:1]([O:2][C:3]([C:5]1[CH:6]=[C:7]2[C:12](=[CH:13][CH:14]=1)[NH:11][CH:10]([C:15]1[CH:16]=[C:17]([N:31]3[CH2:32][CH2:33][N:28]([CH:25]([CH3:27])[CH3:26])[CH2:29][CH2:30]3)[CH:18]=[C:19]([F:21])[CH:20]=1)[C:9]([CH3:24])([CH3:23])[CH2:8]2)=[O:4])[CH3:35]. (8) Given the reactants [Cl:1][C:2]1[CH:7]=[CH:6][C:5]([C@H:8]2[N:15]3[C:11]([S:12][C:13]([C:19]([N:21]4[CH2:28][CH2:27][CH2:26][C@H:22]4[C:23](O)=[O:24])=[O:20])=[C:14]3[CH:16]([CH3:18])[CH3:17])=[N:10][C@:9]2([C:30]2[CH:35]=[CH:34][C:33]([Cl:36])=[CH:32][CH:31]=2)[CH3:29])=[CH:4][CH:3]=1.[NH:37]1[CH2:42][CH2:41][NH:40][CH2:39][C:38]1=[O:43], predict the reaction product. The product is: [Cl:1][C:2]1[CH:3]=[CH:4][C:5]([C@H:8]2[N:15]3[C:11]([S:12][C:13]([C:19]([N:21]4[CH2:28][CH2:27][CH2:26][C@H:22]4[C:23]([N:40]4[CH2:41][CH2:42][NH:37][C:38](=[O:43])[CH2:39]4)=[O:24])=[O:20])=[C:14]3[CH:16]([CH3:18])[CH3:17])=[N:10][C@:9]2([C:30]2[CH:35]=[CH:34][C:33]([Cl:36])=[CH:32][CH:31]=2)[CH3:29])=[CH:6][CH:7]=1. (9) Given the reactants [Cl:1][C:2]1[C:3]([N:10]2[CH2:15][CH2:14][N:13]([C:16]3[NH:17][C:18]4[C:24]([NH:25][C:26](=O)[C:27]5[CH:32]=[C:31]([F:33])[C:30]([F:34])=[C:29]([F:35])[CH:28]=5)=[CH:23][C:22]([C:37]([F:40])([F:39])[F:38])=[CH:21][C:19]=4[N:20]=3)[C@H:12]([CH3:41])[CH2:11]2)=[N:4][CH:5]=[C:6]([CH2:8][OH:9])[CH:7]=1.B.C1COCC1, predict the reaction product. The product is: [Cl:1][C:2]1[CH:7]=[C:6]([CH2:8][OH:9])[CH:5]=[N:4][C:3]=1[N:10]1[CH2:15][CH2:14][N:13]([C:16]2[NH:17][C:18]3[C:24]([NH:25][CH2:26][C:27]4[CH:28]=[C:29]([F:35])[C:30]([F:34])=[C:31]([F:33])[CH:32]=4)=[CH:23][C:22]([C:37]([F:39])([F:38])[F:40])=[CH:21][C:19]=3[N:20]=2)[C@H:12]([CH3:41])[CH2:11]1. (10) Given the reactants [H-].[Na+].[Br:3][C:4]1[CH:5]=[C:6]([Cl:15])[CH:7]=[C:8]2[C:12]=1[NH:11][CH:10]=[C:9]2[C:13]#[N:14].[CH3:16][Si:17]([CH3:24])([CH3:23])[CH2:18][CH2:19][O:20][CH2:21]Cl, predict the reaction product. The product is: [Br:3][C:4]1[CH:5]=[C:6]([Cl:15])[CH:7]=[C:8]2[C:12]=1[N:11]([CH2:21][O:20][CH2:19][CH2:18][Si:17]([CH3:24])([CH3:23])[CH3:16])[CH:10]=[C:9]2[C:13]#[N:14].